This data is from Catalyst prediction with 721,799 reactions and 888 catalyst types from USPTO. The task is: Predict which catalyst facilitates the given reaction. (1) Reactant: [C:1]([CH:5]1[NH:19][C:18](=[O:20])[CH:17]([CH2:21][N:22]([O:25]CC2C=CC=CC=2)[CH:23]=[O:24])[CH2:16][CH2:15][CH2:14][CH:13]=[CH:12][CH2:11][CH2:10][CH2:9][CH2:8][NH:7][C:6]1=[O:33])([CH3:4])([CH3:3])[CH3:2].CO.[H][H]. Product: [C:1]([CH:5]1[NH:19][C:18](=[O:20])[CH:17]([CH2:21][N:22]([OH:25])[CH:23]=[O:24])[CH2:16][CH2:15][CH2:14][CH2:13][CH2:12][CH2:11][CH2:10][CH2:9][CH2:8][NH:7][C:6]1=[O:33])([CH3:4])([CH3:2])[CH3:3]. The catalyst class is: 78. (2) The catalyst class is: 6. Product: [Br:21][CH2:14][C:11]1[S:12][CH:13]=[C:9]([C:4]2[CH:5]=[CH:6][CH:7]=[CH:8][C:3]=2[O:2][CH3:1])[N:10]=1. Reactant: [CH3:1][O:2][C:3]1[CH:8]=[CH:7][CH:6]=[CH:5][C:4]=1[C:9]1[N:10]=[C:11]([CH2:14]O)[S:12][CH:13]=1.C(Cl)(Cl)Cl.P(Br)(Br)[Br:21]. (3) Reactant: [Cl:1][C:2]1[C:3]([O:12][C:13]2[CH:18]=[C:17]([O:19]C(C)(C)CCOCOC)[CH:16]=[CH:15][C:14]=2/[CH:29]=[CH:30]/[C:31]([NH:33][S:34]([CH2:37][CH2:38][CH2:39][CH2:40][CH3:41])(=[O:36])=[O:35])=[O:32])=[N:4][CH:5]=[C:6]([C:8]([F:11])([F:10])[F:9])[CH:7]=1.Cl.C(=O)([O-])O.[Na+]. Product: [OH2:12].[Cl:1][C:2]1[C:3]([O:12][C:13]2[CH:18]=[C:17]([OH:19])[CH:16]=[CH:15][C:14]=2/[CH:29]=[CH:30]/[C:31]([NH:33][S:34]([CH2:37][CH2:38][CH2:39][CH2:40][CH3:41])(=[O:36])=[O:35])=[O:32])=[N:4][CH:5]=[C:6]([C:8]([F:10])([F:9])[F:11])[CH:7]=1.[Cl:1][C:2]1[C:3]([O:12][C:13]2[CH:18]=[C:17]([OH:19])[CH:16]=[CH:15][C:14]=2/[CH:29]=[CH:30]/[C:31]([NH:33][S:34]([CH2:37][CH2:38][CH2:39][CH2:40][CH3:41])(=[O:36])=[O:35])=[O:32])=[N:4][CH:5]=[C:6]([C:8]([F:10])([F:9])[F:11])[CH:7]=1. The catalyst class is: 372. (4) Reactant: C(OC([NH:8][CH2:9][CH2:10][NH:11][C:12]([C:14]1[CH:19]=[CH:18][C:17]([C:20]2[CH:25]=[CH:24][C:23]([CH2:26][C@H:27]([NH:42][C:43]([C@H:45]3[CH2:50][CH2:49][C@H:48]([CH2:51][NH:52]C(=O)OC(C)(C)C)[CH2:47][CH2:46]3)=[O:44])[C:28](=[O:41])[NH:29][C:30]3[CH:35]=[CH:34][C:33]([C:36]4[N:37]=[N:38][NH:39][N:40]=4)=[CH:32][CH:31]=3)=[CH:22][CH:21]=2)=[C:16]([CH3:60])[CH:15]=1)=[O:13])=O)(C)(C)C.[ClH:61]. Product: [ClH:61].[NH2:8][CH2:9][CH2:10][NH:11][C:12]([C:14]1[CH:19]=[CH:18][C:17]([C:20]2[CH:21]=[CH:22][C:23]([CH2:26][C@H:27]([NH:42][C:43]([C@H:45]3[CH2:46][CH2:47][C@H:48]([CH2:51][NH2:52])[CH2:49][CH2:50]3)=[O:44])[C:28](=[O:41])[NH:29][C:30]3[CH:35]=[CH:34][C:33]([C:36]4[N:40]=[N:39][NH:38][N:37]=4)=[CH:32][CH:31]=3)=[CH:24][CH:25]=2)=[C:16]([CH3:60])[CH:15]=1)=[O:13]. The catalyst class is: 12. (5) Reactant: C([N:9]=[C:10]=[S:11])(=O)C1C=CC=CC=1.[NH2:12][C@:13]1([C:21]2[C:29]3[O:28][C:27]([F:31])([F:30])[O:26][C:25]=3[CH:24]=[CH:23][CH:22]=2)[C@H:18]([CH2:19]O)[CH2:17][CH2:16][O:15][CH2:14]1. Product: [F:30][C:27]1([F:31])[O:26][C:25]2[CH:24]=[CH:23][CH:22]=[C:21]([C@@:13]34[N:12]=[C:10]([NH2:9])[S:11][CH2:19][C@@H:18]3[CH2:17][CH2:16][O:15][CH2:14]4)[C:29]=2[O:28]1. The catalyst class is: 4.